Dataset: Catalyst prediction with 721,799 reactions and 888 catalyst types from USPTO. Task: Predict which catalyst facilitates the given reaction. (1) Reactant: N[C:2]1[S:3][C:4]2[CH:9]([C:10]#[N:11])[CH2:8][CH2:7][C:5]=2[N:6]=1.N(OC(C)(C)C)=O. Product: [S:3]1[C:4]2[CH:9]([C:10]#[N:11])[CH2:8][CH2:7][C:5]=2[N:6]=[CH:2]1. The catalyst class is: 1. (2) Reactant: [NH2:1][C:2]1[N:18]=[C:5]2[CH:6]=[CH:7][CH:8]=[C:9]([C:10]([CH:12]3[CH2:17][CH2:16][O:15][CH2:14][CH2:13]3)=O)[N:4]2[N:3]=1.Br[C:20]1[N:25]2N=[C:27](N)[N:28]=[C:24]2[CH:23]=[CH:22][CH:21]=1.C([Li])C[CH2:32][CH3:33].[CH3:35][O:36]N(C)C(C1CCOCC1)=O. Product: [CH3:35][O:36][CH2:23][C:24]1[NH:28][C:27]2[CH:32]=[C:33]([C:8]3[CH:7]=[CH:6][C:5]4[N:4]([N:3]=[C:2]([NH2:1])[N:18]=4)[C:9]=3[CH2:10][CH:12]3[CH2:17][CH2:16][O:15][CH2:14][CH2:13]3)[CH:22]=[CH:21][C:20]=2[N:25]=1. The catalyst class is: 7. (3) Reactant: [CH3:1][C:2]1[N:3]=[C:4]([NH2:7])[S:5][CH:6]=1.Cl[C:9]1[N:14]=[C:13]([O:15][C:16]2[CH:21]=[CH:20][CH:19]=[CH:18][CH:17]=2)[CH:12]=[CH:11][N:10]=1.P([O-])([O-])([O-])=O.[K+].[K+].[K+].C1(P(C2C=CC=CC=2)C2C3OC4C(=CC=CC=4P(C4C=CC=CC=4)C4C=CC=CC=4)C(C)(C)C=3C=CC=2)C=CC=CC=1. Product: [CH3:1][C:2]1[N:3]=[C:4]([NH:7][C:9]2[N:14]=[C:13]([O:15][C:16]3[CH:21]=[CH:20][CH:19]=[CH:18][CH:17]=3)[CH:12]=[CH:11][N:10]=2)[S:5][CH:6]=1. The catalyst class is: 491. (4) Reactant: [C:1]1(=[O:8])[O:7][C:5](=[O:6])[CH2:4][O:3][CH2:2]1.C(N(CC)C(C)C)(C)C.[O:18]1[C:22]2[CH:23]=[CH:24][C:25]([S:27]([N:30]([CH2:62][CH:63]([CH3:65])[CH3:64])[CH2:31][C@@H:32]([OH:61])[C@@H:33]([NH:49][C:50](=[O:60])[O:51][C@@H:52]3[C@H:59]4[C@H:55]([O:56][CH2:57][CH2:58]4)[O:54][CH2:53]3)[CH2:34][C:35]3[CH:40]=[CH:39][C:38]([O:41][CH2:42][C:43]4[N:44]=[C:45]([CH3:48])[S:46][CH:47]=4)=[CH:37][CH:36]=3)(=[O:29])=[O:28])=[CH:26][C:21]=2[O:20][CH2:19]1. Product: [O:54]1[C@H:55]2[O:56][CH2:57][CH2:58][C@H:59]2[C@@H:52]([O:51][C:50]([NH:49][C@@H:33]([CH2:34][C:35]2[CH:36]=[CH:37][C:38]([O:41][CH2:42][C:43]3[N:44]=[C:45]([CH3:48])[S:46][CH:47]=3)=[CH:39][CH:40]=2)[C@H:32]([O:61][C:5](=[O:6])[CH2:4][O:3][CH2:2][C:1]([OH:7])=[O:8])[CH2:31][N:30]([S:27]([C:25]2[CH:24]=[CH:23][C:22]3[O:18][CH2:19][O:20][C:21]=3[CH:26]=2)(=[O:29])=[O:28])[CH2:62][CH:63]([CH3:64])[CH3:65])=[O:60])[CH2:53]1. The catalyst class is: 4. (5) Reactant: [Sn](Cl)Cl.[Br:4][C:5]1[CH:6]=[CH:7][C:8]([N+:17]([O-])=O)=[C:9]([NH:11][CH2:12][CH2:13][CH2:14][O:15][CH3:16])[CH:10]=1. Product: [Br:4][C:5]1[CH:10]=[C:9]([NH:11][CH2:12][CH2:13][CH2:14][O:15][CH3:16])[C:8]([NH2:17])=[CH:7][CH:6]=1. The catalyst class is: 8. (6) The catalyst class is: 11. Reactant: [C:1]([O:5][C:6](=[O:30])[C:7]1[CH:12]=[CH:11][C:10]([C:13](=[O:28])/[CH:14]=[C:15](\[C:20]2[CH:25]=[C:24]([Cl:26])[CH:23]=[C:22]([Cl:27])[CH:21]=2)/[C:16]([F:19])([F:18])[F:17])=[CH:9][C:8]=1[CH3:29])([CH3:4])([CH3:3])[CH3:2].[N+:31]([CH3:34])([O-:33])=[O:32].C(=O)([O-])[O-].[K+].[K+].O. Product: [C:1]([O:5][C:6](=[O:30])[C:7]1[CH:12]=[CH:11][C:10]([C:13](=[O:28])[CH2:14][C@@:15]([C:20]2[CH:25]=[C:24]([Cl:26])[CH:23]=[C:22]([Cl:27])[CH:21]=2)([CH2:34][N+:31]([O-:33])=[O:32])[C:16]([F:17])([F:19])[F:18])=[CH:9][C:8]=1[CH3:29])([CH3:4])([CH3:3])[CH3:2]. (7) Reactant: C[O:2][C:3](=[O:33])[CH2:4][O:5][C:6]1[CH:19]=[CH:18][C:17]2[S:16][C:15]3[C:10](=[CH:11][CH:12]=[CH:13][C:14]=3[C:20]3[O:21][C:22]([N:27]4[CH2:32][CH2:31][O:30][CH2:29][CH2:28]4)=[CH:23][C:24](=[O:26])[CH:25]=3)[S:9][C:8]=2[CH:7]=1.[OH-].[Na+:35]. Product: [Na+:35].[N:27]1([C:22]2[O:21][C:20]([C:14]3[CH:13]=[CH:12][CH:11]=[C:10]4[C:15]=3[S:16][C:17]3[CH:18]=[CH:19][C:6]([O:5][CH2:4][C:3]([O-:33])=[O:2])=[CH:7][C:8]=3[S:9]4)=[CH:25][C:24](=[O:26])[CH:23]=2)[CH2:32][CH2:31][O:30][CH2:29][CH2:28]1. The catalyst class is: 5. (8) Reactant: [H-].[Al+3].[Li+].[H-].[H-].[H-].[CH2:7]1[N:12]2[C:13]3[CH:19]=[CH:18][C:17]([C:20](OCC)=[O:21])=[CH:16][C:14]=3[N:15]=[C:11]2[CH2:10][CH2:9][CH2:8]1.C(=O)(O)[O-].[Na+].C(OCC)(=O)C. Product: [CH2:7]1[N:12]2[C:13]3[CH:19]=[CH:18][C:17]([CH2:20][OH:21])=[CH:16][C:14]=3[N:15]=[C:11]2[CH2:10][CH2:9][CH2:8]1. The catalyst class is: 7. (9) Product: [Br:1][C:5]1[CH:6]=[C:7]([C:9](=[O:11])[CH3:10])[S:8][C:4]=1[CH3:3]. The catalyst class is: 6. Reactant: [Br:1]Br.[CH3:3][C:4]1[S:8][C:7]([C:9](=[O:11])[CH3:10])=[CH:6][CH:5]=1.C([O-])(=O)C.[Na+]. (10) Product: [CH3:1][C@H:2]1[C@:11]2([CH3:27])[C@@H:12]([O:22][C:23]([CH2:25][O:26][S:36]([CH3:35])(=[O:38])=[O:37])=[O:24])[CH2:13][C@@:14]([CH:20]=[CH2:21])([CH3:19])[C@H:15]([OH:18])[C@@H:16]([CH3:17])[C@@:5]3([C@@H:10]2[C:8](=[O:9])[CH2:7][CH2:6]3)[CH2:4][CH2:3]1. The catalyst class is: 4. Reactant: [CH3:1][C@H:2]1[C@@:11]2([CH3:27])[C@H:12]([O:22][C:23]([CH2:25][OH:26])=[O:24])[CH2:13][C@:14]([CH:20]=[CH2:21])([CH3:19])[C@@H:15]([OH:18])[C@H:16]([CH3:17])[C@:5]3([C@@H:10]2[C:8](=[O:9])[CH2:7][CH2:6]3)[CH2:4][CH2:3]1.C(N(CC)CC)C.[CH3:35][S:36](Cl)(=[O:38])=[O:37].O.